The task is: Predict the product of the given reaction.. This data is from Forward reaction prediction with 1.9M reactions from USPTO patents (1976-2016). (1) Given the reactants [F:1][C:2]1[CH:7]=[CH:6][C:5]([CH3:8])=[CH:4][N:3]=1.[I:9]I, predict the reaction product. The product is: [F:1][C:2]1[C:7]([I:9])=[CH:6][C:5]([CH3:8])=[CH:4][N:3]=1. (2) The product is: [CH3:37][O:36][C:32]1[CH:31]=[C:30]([C:4]([C:6]2[N:7]=[CH:8][N:9]([C:11]3[CH:12]=[C:13]([C:17]4[CH:22]=[CH:21][CH:20]=[CH:19][C:18]=4[O:23][C:24]([F:27])([F:25])[F:26])[CH:14]=[CH:15][CH:16]=3)[CH:10]=2)=[O:5])[CH:35]=[CH:34][CH:33]=1. Given the reactants CON(C)[C:4]([C:6]1[N:7]=[CH:8][N:9]([C:11]2[CH:12]=[C:13]([C:17]3[CH:22]=[CH:21][CH:20]=[CH:19][C:18]=3[O:23][C:24]([F:27])([F:26])[F:25])[CH:14]=[CH:15][CH:16]=2)[CH:10]=1)=[O:5].Br[C:30]1[CH:31]=[C:32]([O:36][CH3:37])[CH:33]=[CH:34][CH:35]=1, predict the reaction product.